From a dataset of Catalyst prediction with 721,799 reactions and 888 catalyst types from USPTO. Predict which catalyst facilitates the given reaction. (1) Reactant: C(OC([N:8]1[CH2:13][CH2:12][CH:11]([C:14](=[O:26])[C:15]2[CH:20]=[CH:19][CH:18]=[CH:17][C:16]=2[O:21][C:22]([F:25])([F:24])[F:23])[CH2:10][CH2:9]1)=O)(C)(C)C.Cl. Product: [NH:8]1[CH2:13][CH2:12][CH:11]([C:14]([C:15]2[CH:20]=[CH:19][CH:18]=[CH:17][C:16]=2[O:21][C:22]([F:23])([F:24])[F:25])=[O:26])[CH2:10][CH2:9]1. The catalyst class is: 269. (2) Reactant: [C:1]([OH:14])(=[O:13])[CH2:2][CH2:3][CH2:4][CH2:5][CH2:6][CH2:7][CH2:8][CH2:9][CH2:10][CH2:11][CH3:12].[CH3:15][CH2:16][CH2:17][CH2:18][CH2:19][CH2:20][CH2:21][CH2:22][CH2:23][CH2:24][CH2:25][CH2:26][CH2:27][CH2:28][O:29][C:30]1[O:34][C:33]([C:35]([OH:37])=[O:36])=[CH:32][CH:31]=1. Product: [C:1]([OH:14])(=[O:13])[CH2:2][CH2:3][CH2:4][CH2:5][CH2:6][CH2:7][CH2:8][CH2:9][CH2:10][CH2:11][CH3:12].[CH3:15][CH2:16][CH2:17][CH2:18][CH2:19][CH2:20][CH2:21][CH2:22][CH2:23][CH2:24][CH2:25][CH2:26][CH2:27][CH2:28][O:29][C:30]1[O:34][C:33]([C:35]([OH:37])=[O:36])=[CH:32][CH:31]=1.[C:1]([O-:14])(=[O:13])[CH3:2]. The catalyst class is: 15. (3) Reactant: [CH2:1]([CH:3]1[CH2:8][CH2:7][CH2:6][CH2:5][C:4]1=O)[CH3:2].C([O-])(=O)C.[Na+].Cl.[NH2:16][OH:17]. Product: [CH2:1]([CH:3]1[CH2:8][CH2:7][CH2:6][CH2:5][C:4]1=[N:16][OH:17])[CH3:2]. The catalyst class is: 97. (4) Reactant: [CH3:1][O:2][C:3]1[CH:8]=[CH:7][C:6]([N:9]2[CH2:14][CH2:13][N:12]([C:15]3[C:16]([C:29]4[CH:34]=[CH:33][CH:32]=[CH:31][CH:30]=4)=[N:17][C:18]4[C:23]([N:24]=3)=[CH:22][C:21]([C:25]([O:27]C)=[O:26])=[CH:20][CH:19]=4)[CH2:11][CH2:10]2)=[CH:5][CH:4]=1.[OH-].[Na+].Cl. Product: [CH3:1][O:2][C:3]1[CH:4]=[CH:5][C:6]([N:9]2[CH2:14][CH2:13][N:12]([C:15]3[C:16]([C:29]4[CH:34]=[CH:33][CH:32]=[CH:31][CH:30]=4)=[N:17][C:18]4[C:23]([N:24]=3)=[CH:22][C:21]([C:25]([OH:27])=[O:26])=[CH:20][CH:19]=4)[CH2:11][CH2:10]2)=[CH:7][CH:8]=1. The catalyst class is: 5.